Task: Binary Classification. Given a T-cell receptor sequence (or CDR3 region) and an epitope sequence, predict whether binding occurs between them.. Dataset: TCR-epitope binding with 47,182 pairs between 192 epitopes and 23,139 TCRs The epitope is PROT_97E67BCC. The TCR CDR3 sequence is CASSEGRNEQFF. Result: 0 (the TCR does not bind to the epitope).